From a dataset of Cav3 T-type calcium channel HTS with 100,875 compounds. Binary Classification. Given a drug SMILES string, predict its activity (active/inactive) in a high-throughput screening assay against a specified biological target. (1) The drug is s1c(C2(ON=C(C2)c2cccnc2)C)c(nc1c1ccccc1)C. The result is 0 (inactive). (2) The compound is O1C(CCC1)CNC(=O)C(NC(OC(C)(C)C)=O)C(OCc1ccccc1)C. The result is 0 (inactive). (3) The drug is S1C(N)=C(C(c2c(OCC)cc(OCC)cc2)C(=C1N)C#N)C#N. The result is 0 (inactive).